This data is from Forward reaction prediction with 1.9M reactions from USPTO patents (1976-2016). The task is: Predict the product of the given reaction. (1) The product is: [CH2:1]([C:3]1[NH:23][C:6]2[N:7]=[C:8]([S:16][C:17]3[CH:18]=[N:19][CH:20]=[CH:21][CH:22]=3)[N:9]=[C:10]([NH:11][CH2:12][C@@H:13]([OH:15])[CH3:14])[C:5]=2[C:4]=1[CH2:24][OH:25])[CH3:2]. Given the reactants [CH2:1]([C:3]1[NH:23][C:6]2[N:7]=[C:8]([S:16][C:17]3[CH:18]=[N:19][CH:20]=[CH:21][CH:22]=3)[N:9]=[C:10]([NH:11][CH2:12][C@@H:13]([OH:15])[CH3:14])[C:5]=2[C:4]=1[CH:24]=[O:25])[CH3:2].[H-].C([Al+]CC(C)C)C(C)C, predict the reaction product. (2) The product is: [Cl:24][C:18]1[CH:19]=[C:20]([Cl:23])[CH:21]=[CH:22][C:17]=1[C:5]1[C:6]([C:15]#[N:16])=[C:7]([N:9]2[CH2:14][CH2:13][O:12][CH2:11][CH2:10]2)[S:8][C:4]=1[C:1](=[O:3])[CH:2]=[CH:27][N:28]([CH3:30])[CH3:29]. Given the reactants [C:1]([C:4]1[S:8][C:7]([N:9]2[CH2:14][CH2:13][O:12][CH2:11][CH2:10]2)=[C:6]([C:15]#[N:16])[C:5]=1[C:17]1[CH:22]=[CH:21][C:20]([Cl:23])=[CH:19][C:18]=1[Cl:24])(=[O:3])[CH3:2].CO[CH:27](OC)[N:28]([CH3:30])[CH3:29], predict the reaction product. (3) Given the reactants [Cl:1][C:2]1[C:7](=[O:8])[CH:6]=[CH:5][NH:4][C:3]=1[N:9]=[C:10]([C:17]1[CH:22]=[CH:21][CH:20]=[CH:19][CH:18]=1)[C:11]1[CH:16]=[CH:15][CH:14]=[CH:13][CH:12]=1.C(=O)([O-])[O-].[Cs+].[Cs+].[F:29][C:30]1[C:31](F)=[C:32]([N+:36]([O-:38])=[O:37])[CH:33]=[CH:34][CH:35]=1, predict the reaction product. The product is: [Cl:1][C:2]1[C:3]([N:9]=[C:10]([C:11]2[CH:16]=[CH:15][CH:14]=[CH:13][CH:12]=2)[C:17]2[CH:22]=[CH:21][CH:20]=[CH:19][CH:18]=2)=[N:4][CH:5]=[CH:6][C:7]=1[O:8][C:35]1[CH:34]=[CH:33][C:32]([N+:36]([O-:38])=[O:37])=[CH:31][C:30]=1[F:29]. (4) Given the reactants [OH:1][C:2]1[CH:7]=[CH:6][C:5]([N:8]2[C:13](=[O:14])[C:12]([CH2:15][C:16]3[CH:21]=[CH:20][C:19]([C:22]4[C:23]([C:28]#[N:29])=[CH:24][CH:25]=[CH:26][CH:27]=4)=[CH:18][CH:17]=3)=[C:11]([CH2:30][CH2:31][CH3:32])[N:10]=[C:9]2[CH3:33])=[CH:4][CH:3]=1.Br[CH2:35][CH:36]1[CH2:38][CH2:37]1.C(=O)([O-])[O-].[Cs+].[Cs+].C(OCC)(=O)C, predict the reaction product. The product is: [CH:36]1([CH2:35][O:1][C:2]2[CH:3]=[CH:4][C:5]([N:8]3[C:13](=[O:14])[C:12]([CH2:15][C:16]4[CH:21]=[CH:20][C:19]([C:22]5[C:23]([C:28]#[N:29])=[CH:24][CH:25]=[CH:26][CH:27]=5)=[CH:18][CH:17]=4)=[C:11]([CH2:30][CH2:31][CH3:32])[N:10]=[C:9]3[CH3:33])=[CH:6][CH:7]=2)[CH2:38][CH2:37]1. (5) Given the reactants [CH2:1]([O:8][C:9]1[CH:10]=[CH:11][C:12]([NH2:19])=[C:13]([CH:18]=1)[C:14]([O:16][CH3:17])=[O:15])[C:2]1[CH:7]=[CH:6][CH:5]=[CH:4][CH:3]=1.N1C=CC=CC=1.[S:26]1[CH:30]=[CH:29][CH:28]=[C:27]1[S:31](Cl)(=[O:33])=[O:32], predict the reaction product. The product is: [CH2:1]([O:8][C:9]1[CH:10]=[CH:11][C:12]([NH:19][S:31]([C:27]2[S:26][CH:30]=[CH:29][CH:28]=2)(=[O:33])=[O:32])=[C:13]([CH:18]=1)[C:14]([O:16][CH3:17])=[O:15])[C:2]1[CH:3]=[CH:4][CH:5]=[CH:6][CH:7]=1.